Task: Predict which catalyst facilitates the given reaction.. Dataset: Catalyst prediction with 721,799 reactions and 888 catalyst types from USPTO (1) Reactant: C([O:8][C:9]1[C:17]([O:18][CH3:19])=[CH:16][C:12]([C:13]([OH:15])=[O:14])=[CH:11][C:10]=1[F:20])C1C=CC=CC=1.CO.[H][H]. Product: [F:20][C:10]1[CH:11]=[C:12]([CH:16]=[C:17]([O:18][CH3:19])[C:9]=1[OH:8])[C:13]([OH:15])=[O:14]. The catalyst class is: 849. (2) Reactant: [O:1]1[C:5]2[CH:6]=[CH:7][C:8]([C:10]([CH:13]3[CH2:15][CH2:14]3)(O)[CH3:11])=[CH:9][C:4]=2[O:3][CH2:2]1.FC(F)(F)C(O)=O.[CH3:23][S:24][CH2:25][C:26]1[CH:27]=[CH:28][CH:29]=[C:30]2[C:34]=1[NH:33][CH:32]=[CH:31]2. Product: [O:1]1[C:5]2[CH:6]=[CH:7][C:8]([C:10]([C:31]3[C:30]4[C:34](=[C:26]([CH2:25][S:24][CH3:23])[CH:27]=[CH:28][CH:29]=4)[NH:33][CH:32]=3)([CH:13]3[CH2:15][CH2:14]3)[CH3:11])=[CH:9][C:4]=2[O:3][CH2:2]1. The catalyst class is: 4. (3) Reactant: [C:1]([N:5]([CH2:13][CH2:14][CH2:15][CH2:16][C:17]#[C:18][C:19]1[S:23][CH:22]=[N:21][CH:20]=1)[C:6](=[O:12])[C:7]([O:9]CC)=[O:8])([CH3:4])([CH3:3])[CH3:2].[OH-].[K+].Cl. Product: [C:1]([N:5]([CH2:13][CH2:14][CH2:15][CH2:16][C:17]#[C:18][C:19]1[S:23][CH:22]=[N:21][CH:20]=1)[C:6](=[O:12])[C:7]([OH:9])=[O:8])([CH3:4])([CH3:2])[CH3:3]. The catalyst class is: 38.